From a dataset of NCI-60 drug combinations with 297,098 pairs across 59 cell lines. Regression. Given two drug SMILES strings and cell line genomic features, predict the synergy score measuring deviation from expected non-interaction effect. (1) Drug 1: CN(C)C1=NC(=NC(=N1)N(C)C)N(C)C. Drug 2: CC1=C(C(=O)C2=C(C1=O)N3CC4C(C3(C2COC(=O)N)OC)N4)N. Cell line: HCT-15. Synergy scores: CSS=40.0, Synergy_ZIP=2.22, Synergy_Bliss=5.38, Synergy_Loewe=-67.5, Synergy_HSA=3.11. (2) Cell line: K-562. Synergy scores: CSS=1.52, Synergy_ZIP=-1.59, Synergy_Bliss=-2.42, Synergy_Loewe=-7.12, Synergy_HSA=-6.07. Drug 2: CN(C(=O)NC(C=O)C(C(C(CO)O)O)O)N=O. Drug 1: CC12CCC3C(C1CCC2O)C(CC4=C3C=CC(=C4)O)CCCCCCCCCS(=O)CCCC(C(F)(F)F)(F)F. (3) Drug 1: CN(C)C1=NC(=NC(=N1)N(C)C)N(C)C. Drug 2: COC1=NC(=NC2=C1N=CN2C3C(C(C(O3)CO)O)O)N. Cell line: NCI-H522. Synergy scores: CSS=-0.0925, Synergy_ZIP=-0.582, Synergy_Bliss=-2.53, Synergy_Loewe=-4.46, Synergy_HSA=-3.55. (4) Drug 2: B(C(CC(C)C)NC(=O)C(CC1=CC=CC=C1)NC(=O)C2=NC=CN=C2)(O)O. Synergy scores: CSS=61.3, Synergy_ZIP=-0.748, Synergy_Bliss=-2.69, Synergy_Loewe=-41.8, Synergy_HSA=-2.96. Cell line: MDA-MB-231. Drug 1: C(=O)(N)NO. (5) Drug 1: CS(=O)(=O)C1=CC(=C(C=C1)C(=O)NC2=CC(=C(C=C2)Cl)C3=CC=CC=N3)Cl. Drug 2: C1CCN(CC1)CCOC2=CC=C(C=C2)C(=O)C3=C(SC4=C3C=CC(=C4)O)C5=CC=C(C=C5)O. Cell line: HOP-92. Synergy scores: CSS=8.73, Synergy_ZIP=1.62, Synergy_Bliss=5.46, Synergy_Loewe=4.96, Synergy_HSA=4.91. (6) Drug 1: CCC1=CC2CC(C3=C(CN(C2)C1)C4=CC=CC=C4N3)(C5=C(C=C6C(=C5)C78CCN9C7C(C=CC9)(C(C(C8N6C)(C(=O)OC)O)OC(=O)C)CC)OC)C(=O)OC.C(C(C(=O)O)O)(C(=O)O)O. Drug 2: C#CCC(CC1=CN=C2C(=N1)C(=NC(=N2)N)N)C3=CC=C(C=C3)C(=O)NC(CCC(=O)O)C(=O)O. Cell line: HCT-15. Synergy scores: CSS=13.3, Synergy_ZIP=-2.85, Synergy_Bliss=-0.630, Synergy_Loewe=0.310, Synergy_HSA=-0.313.